This data is from Forward reaction prediction with 1.9M reactions from USPTO patents (1976-2016). The task is: Predict the product of the given reaction. (1) Given the reactants C(OC([N:8]1[C:16]2[C:11](=[CH:12][C:13]([NH:17][C:18]([NH:20][CH2:21][CH2:22][C:23]3[CH:28]=[CH:27][CH:26]=[C:25]([O:29][CH3:30])[CH:24]=3)=[O:19])=[CH:14][CH:15]=2)[C:10]([NH2:31])=[N:9]1)=O)(C)(C)C, predict the reaction product. The product is: [NH2:31][C:10]1[C:11]2[C:16](=[CH:15][CH:14]=[C:13]([NH:17][C:18]([NH:20][CH2:21][CH2:22][C:23]3[CH:28]=[CH:27][CH:26]=[C:25]([O:29][CH3:30])[CH:24]=3)=[O:19])[CH:12]=2)[NH:8][N:9]=1. (2) Given the reactants [F:1][CH:2]([F:29])[O:3][C:4]1[CH:9]=[CH:8][C:7]([C:10]2[O:11][CH:12]=[C:13]([CH2:15][NH:16][C:17](=[O:27])[C:18]3[CH:23]=[CH:22][CH:21]=[CH:20][C:19]=3[O:24][CH2:25][CH3:26])[N:14]=2)=[CH:6][C:5]=1[OH:28].C1CCN2C(=NCCC2)CC1.[CH2:41](Br)[CH:42]([CH3:44])[CH3:43].O, predict the reaction product. The product is: [F:29][CH:2]([F:1])[O:3][C:4]1[CH:9]=[CH:8][C:7]([C:10]2[O:11][CH:12]=[C:13]([CH2:15][NH:16][C:17](=[O:27])[C:18]3[CH:23]=[CH:22][CH:21]=[CH:20][C:19]=3[O:24][CH2:25][CH3:26])[N:14]=2)=[CH:6][C:5]=1[O:28][CH2:41][CH:42]([CH3:44])[CH3:43]. (3) Given the reactants C([O:8][N:9]1[C:13](=[O:14])[CH2:12][CH:11]([NH:15][S:16]([N:19]2[CH2:24][CH2:23][CH:22]([C:25]3[CH:30]=[CH:29][C:28]([F:31])=[CH:27][CH:26]=3)[CH2:21][CH2:20]2)(=[O:18])=[O:17])[C:10]1=[O:32])C1C=CC=CC=1, predict the reaction product. The product is: [F:31][C:28]1[CH:29]=[CH:30][C:25]([CH:22]2[CH2:23][CH2:24][N:19]([S:16]([NH:15][C@H:11]3[CH2:12][C:13](=[O:14])[N:9]([OH:8])[C:10]3=[O:32])(=[O:17])=[O:18])[CH2:20][CH2:21]2)=[CH:26][CH:27]=1. (4) Given the reactants [F:1][C:2]([F:56])([F:55])[C:3]1[CH:8]=[CH:7][C:6]([C:9]2[N:13](COCC[Si](C)(C)C)[C:12]([N:22]3[CH2:27][CH2:26][N:25]([C:28]4[C:33]([C:34]([F:37])([F:36])[F:35])=[CH:32][CH:31]=[CH:30][N:29]=4)[CH2:24][CH2:23]3)=[N:11][C:10]=2[C:38]([NH:40][CH2:41][CH:42]2[CH2:47][CH2:46][CH2:45][CH2:44][N:43]2C(OC(C)(C)C)=O)=[O:39])=[CH:5][CH:4]=1, predict the reaction product. The product is: [NH:43]1[CH2:44][CH2:45][CH2:46][CH2:47][CH:42]1[CH2:41][NH:40][C:38]([C:10]1[N:11]=[C:12]([N:22]2[CH2:27][CH2:26][N:25]([C:28]3[C:33]([C:34]([F:37])([F:35])[F:36])=[CH:32][CH:31]=[CH:30][N:29]=3)[CH2:24][CH2:23]2)[NH:13][C:9]=1[C:6]1[CH:7]=[CH:8][C:3]([C:2]([F:56])([F:1])[F:55])=[CH:4][CH:5]=1)=[O:39]. (5) The product is: [CH3:9][NH:11][CH2:13][CH2:14][C:15]([N:17]1[CH2:26][CH2:25][C:24]2[C:19](=[CH:20][C:21]([O:29][CH3:30])=[C:22]([O:27][CH3:28])[CH:23]=2)[C:18]21[CH2:35][CH2:34][CH:33]([C:36]([N:38]1[CH2:39][CH2:40][N:41]([C:44]3[CH:49]=[CH:48][CH:47]=[CH:46][N:45]=3)[CH2:42][CH2:43]1)=[O:37])[CH2:32][CH:31]2[CH:50]1[C:59]2[C:54](=[CH:55][C:56]([O:62][CH3:63])=[C:57]([O:60][CH3:61])[CH:58]=2)[CH2:53][CH2:52][N:51]1[CH2:64][CH3:65])=[O:16]. Given the reactants C(O[C:9]([N:11]([CH2:13][CH2:14][C:15]([N:17]1[CH2:26][CH2:25][C:24]2[C:19](=[CH:20][C:21]([O:29][CH3:30])=[C:22]([O:27][CH3:28])[CH:23]=2)[C:18]21[CH2:35][CH2:34][CH:33]([C:36]([N:38]1[CH2:43][CH2:42][N:41]([C:44]3[CH:49]=[CH:48][CH:47]=[CH:46][N:45]=3)[CH2:40][CH2:39]1)=[O:37])[CH2:32][CH:31]2[CH:50]1[C:59]2[C:54](=[CH:55][C:56]([O:62][CH3:63])=[C:57]([O:60][CH3:61])[CH:58]=2)[CH2:53][CH2:52][N:51]1[CH2:64][CH3:65])=[O:16])C)=O)C1C=CC=CC=1.C([O-])=O.[NH4+], predict the reaction product. (6) The product is: [CH3:16][C:15]1[C:10]([CH2:2][C:1]#[N:3])=[N:11][CH:12]=[CH:13][CH:14]=1. Given the reactants [C:1](#[N:3])[CH3:2].[Li]CCCC.Br[C:10]1[C:15]([CH3:16])=[CH:14][CH:13]=[CH:12][N:11]=1.O, predict the reaction product. (7) Given the reactants [N+:1](/[CH:4]=[CH:5]/[C:6]1[CH:11]=[CH:10][C:9]([O:12][C:13]2[CH:18]=[CH:17][CH:16]=[CH:15][CH:14]=2)=[CH:8][CH:7]=1)([O-:3])=[O:2].[BH4-].[Na+].O, predict the reaction product. The product is: [N+:1]([CH2:4][CH2:5][C:6]1[CH:11]=[CH:10][C:9]([O:12][C:13]2[CH:18]=[CH:17][CH:16]=[CH:15][CH:14]=2)=[CH:8][CH:7]=1)([O-:3])=[O:2]. (8) Given the reactants [Cl:1][C:2]1[CH:10]=[CH:9][C:5]([C:6](Cl)=[O:7])=[CH:4][C:3]=1[OH:11].[OH-].[NH4+:13], predict the reaction product. The product is: [Cl:1][C:2]1[CH:10]=[CH:9][C:5]([C:6]([NH2:13])=[O:7])=[CH:4][C:3]=1[OH:11].